This data is from Forward reaction prediction with 1.9M reactions from USPTO patents (1976-2016). The task is: Predict the product of the given reaction. (1) Given the reactants [Br:1][C:2]1[CH:7]=[CH:6][C:5]([NH:8][C:9]2[CH:18]=[C:17]([Cl:19])[CH:16]=[CH:15][C:10]=2[C:11](OC)=[O:12])=[C:4]([N+:20]([O-])=O)[CH:3]=1.CO, predict the reaction product. The product is: [Br:1][C:2]1[CH:7]=[CH:6][C:5]2[NH:8][C:9]3[CH:18]=[C:17]([Cl:19])[CH:16]=[CH:15][C:10]=3[C:11](=[O:12])[NH:20][C:4]=2[CH:3]=1. (2) Given the reactants Cl.[NH2:2][C:3]1[C:4]2[CH:16]=[C:15]([CH3:17])[S:14][C:5]=2[NH:6][C:7]2[CH:13]=[CH:12][CH:11]=[CH:10][C:8]=2[N:9]=1.[NH:18]1[CH2:23][CH2:22]N[CH2:20][CH2:19]1.CS(C)=O.C1(C)C=CC=CC=1, predict the reaction product. The product is: [CH3:17][C:15]1[S:14][C:5]2[NH:6][C:7]3[CH:13]=[CH:12][CH:11]=[CH:10][C:8]=3[N:9]=[C:3]([N:2]3[CH2:22][CH2:23][NH:18][CH2:19][CH2:20]3)[C:4]=2[CH:16]=1. (3) Given the reactants Cl[C:2]1[CH:7]=[CH:6][C:5]([C:8]2[CH:13]=[CH:12][N:11]3[C:14](=[O:28])[N:15]([CH2:17][C:18]4[CH:19]=[N:20][C:21]([C:24]([F:27])([F:26])[F:25])=[CH:22][CH:23]=4)[N:16]=[C:10]3[C:9]=2[C:29]2[CH:34]=[CH:33][C:32]([O:35][CH3:36])=[CH:31][CH:30]=2)=[CH:4][CH:3]=1.[C:37]([Cu])#[N:38], predict the reaction product. The product is: [CH3:36][O:35][C:32]1[CH:33]=[CH:34][C:29]([C:9]2[C:10]3[N:11]([C:14](=[O:28])[N:15]([CH2:17][C:18]4[CH:19]=[N:20][C:21]([C:24]([F:25])([F:26])[F:27])=[CH:22][CH:23]=4)[N:16]=3)[CH:12]=[CH:13][C:8]=2[C:5]2[CH:6]=[CH:7][C:2]([C:37]#[N:38])=[CH:3][CH:4]=2)=[CH:30][CH:31]=1. (4) Given the reactants [CH3:1][N:2]1[C:6]2[CH:7]=[CH:8][CH:9]=[CH:10][C:5]=2[N:4]=[C:3]1[CH:11]([OH:24])[CH:11]([C:3]1[N:2]([CH3:1])[C:6]2[CH:7]=[CH:8][CH:9]=[CH:10][C:5]=2[N:4]=1)[OH:24].OS(O)(=O)=O.C([O-])([O-])=O.[Na+].[Na+], predict the reaction product. The product is: [CH3:1][N:2]1[C:6]2[CH:7]=[CH:8][CH:9]=[CH:10][C:5]=2[N:4]=[C:3]1[CH:11]=[O:24]. (5) Given the reactants [Cl-].[Al+3].[Cl-].[Cl-].C[O:6][C:7]1[CH:23]=[CH:22][C:10]2[CH2:11][CH:12]([CH2:17][C:18]([O:20][CH3:21])=[O:19])[C:13](=[O:16])[NH:14][CH2:15][C:9]=2[CH:8]=1.C(S)C, predict the reaction product. The product is: [OH:6][C:7]1[CH:23]=[CH:22][C:10]2[CH2:11][CH:12]([CH2:17][C:18]([O:20][CH3:21])=[O:19])[C:13](=[O:16])[NH:14][CH2:15][C:9]=2[CH:8]=1. (6) Given the reactants [S:1]1[CH:5]=[CH:4][CH:3]=[CH:2]1.C([Li])CCC.FC(F)(F)S(O[Si:17]([CH:24]([CH3:26])[CH3:25])([CH:21]([CH3:23])[CH3:22])[CH:18]([CH3:20])[CH3:19])(=O)=O, predict the reaction product. The product is: [CH:18]([Si:17]([CH:24]([CH3:26])[CH3:25])([CH:21]([CH3:23])[CH3:22])[C:2]1[S:1][CH:5]=[CH:4][CH:3]=1)([CH3:20])[CH3:19].